Dataset: NCI-60 drug combinations with 297,098 pairs across 59 cell lines. Task: Regression. Given two drug SMILES strings and cell line genomic features, predict the synergy score measuring deviation from expected non-interaction effect. (1) Drug 1: CC1C(C(=O)NC(C(=O)N2CCCC2C(=O)N(CC(=O)N(C(C(=O)O1)C(C)C)C)C)C(C)C)NC(=O)C3=C4C(=C(C=C3)C)OC5=C(C(=O)C(=C(C5=N4)C(=O)NC6C(OC(=O)C(N(C(=O)CN(C(=O)C7CCCN7C(=O)C(NC6=O)C(C)C)C)C)C(C)C)C)N)C. Drug 2: C1C(C(OC1N2C=C(C(=O)NC2=O)F)CO)O. Cell line: HCT-15. Synergy scores: CSS=42.4, Synergy_ZIP=-0.820, Synergy_Bliss=1.43, Synergy_Loewe=-14.1, Synergy_HSA=-0.749. (2) Drug 1: CN1CCC(CC1)COC2=C(C=C3C(=C2)N=CN=C3NC4=C(C=C(C=C4)Br)F)OC. Drug 2: CC12CCC3C(C1CCC2OP(=O)(O)O)CCC4=C3C=CC(=C4)OC(=O)N(CCCl)CCCl.[Na+]. Cell line: HT29. Synergy scores: CSS=-4.58, Synergy_ZIP=-1.40, Synergy_Bliss=-8.15, Synergy_Loewe=-16.4, Synergy_HSA=-10.3. (3) Drug 1: CC1=C(C=C(C=C1)NC2=NC=CC(=N2)N(C)C3=CC4=NN(C(=C4C=C3)C)C)S(=O)(=O)N.Cl. Drug 2: COC1=CC(=CC(=C1O)OC)C2C3C(COC3=O)C(C4=CC5=C(C=C24)OCO5)OC6C(C(C7C(O6)COC(O7)C8=CC=CS8)O)O. Cell line: K-562. Synergy scores: CSS=49.9, Synergy_ZIP=-1.14, Synergy_Bliss=-0.788, Synergy_Loewe=-16.9, Synergy_HSA=3.29.